This data is from Reaction yield outcomes from USPTO patents with 853,638 reactions. The task is: Predict the reaction yield, written as a fraction of the theoretical maximum amount of product (1.0 means a 100% yield; for example, 0.34 means a 34% yield). (1) The reactants are [CH3:1][NH:2][C:3]1[C:12]([N+:13]([O-])=O)=[C:11]2[C:6]([CH:7]=[CH:8][CH:9]=[N:10]2)=[CH:5][CH:4]=1.O.NN. The catalyst is CO.[Ni]. The product is [CH3:1][NH:2][C:3]1[C:12]([NH2:13])=[C:11]2[C:6]([CH:7]=[CH:8][CH:9]=[N:10]2)=[CH:5][CH:4]=1. The yield is 0.800. (2) The reactants are [F:1][C:2]1[CH:7]=[C:6]([C:8]([F:11])([F:10])[F:9])[CH:5]=[CH:4][C:3]=1[C:12]1[C:21]2[CH2:20][CH2:19][CH2:18][CH:17]([CH2:22][C:23]([NH:25][CH3:26])=[O:24])[C:16]=2[CH:15]=[N:14][CH:13]=1.[CH2:27](N)C. No catalyst specified. The product is [CH2:26]([NH:25][C:23](=[O:24])[CH2:22][CH:17]1[C:16]2[CH:15]=[N:14][CH:13]=[C:12]([C:3]3[CH:4]=[CH:5][C:6]([C:8]([F:9])([F:11])[F:10])=[CH:7][C:2]=3[F:1])[C:21]=2[CH2:20][CH2:19][CH2:18]1)[CH3:27]. The yield is 0.290. (3) The reactants are [Cl:1][C:2]1[CH:7]=[C:6]([C:8](=[O:18])[N:9]=[S:10](C)[CH2:11]C[Si](C)(C)C)[C:5]([NH:19][C:20]([C:22]2[N:23]([C:31]3[C:36]([Cl:37])=[CH:35][CH:34]=[CH:33][N:32]=3)[N:24]=[C:25]([C:27]([F:30])([F:29])[F:28])[CH:26]=2)=[O:21])=[C:4]([CH3:38])[CH:3]=1.[F-].C([N+](CCCC)(CCCC)CCCC)CCC. The catalyst is C1COCC1. The product is [Cl:1][C:2]1[CH:7]=[C:6]([C:8](=[O:18])[NH:9][S:10][CH3:11])[C:5]([NH:19][C:20]([C:22]2[N:23]([C:31]3[C:36]([Cl:37])=[CH:35][CH:34]=[CH:33][N:32]=3)[N:24]=[C:25]([C:27]([F:29])([F:30])[F:28])[CH:26]=2)=[O:21])=[C:4]([CH3:38])[CH:3]=1. The yield is 0.760. (4) The reactants are [N:1]1[CH:6]=[CH:5][CH:4]=[C:3]([NH2:7])[CH:2]=1.Br[C:9]1[C:10](=[O:17])[N:11]([CH3:16])[CH:12]=[C:13]([Br:15])[N:14]=1. The catalyst is C(O)(C)C. The product is [Br:15][C:13]1[N:14]=[C:9]([NH:7][C:3]2[CH:2]=[N:1][CH:6]=[CH:5][CH:4]=2)[C:10](=[O:17])[N:11]([CH3:16])[CH:12]=1. The yield is 0.500. (5) The reactants are [Br:1][C:2]1[CH:7]=[CH:6][C:5]([CH2:8][C:9]([C:11]2[CH:16]=[CH:15][C:14]([S:17][CH3:18])=[CH:13][CH:12]=2)=[O:10])=[CH:4][CH:3]=1.[Br:19]Br. The yield is 0.730. The product is [Br:19][CH:8]([C:5]1[CH:6]=[CH:7][C:2]([Br:1])=[CH:3][CH:4]=1)[C:9]([C:11]1[CH:16]=[CH:15][C:14]([S:17][CH3:18])=[CH:13][CH:12]=1)=[O:10]. The catalyst is C(O)(=O)C.Br.C(O)(=O)C.CCOCC.